Dataset: Catalyst prediction with 721,799 reactions and 888 catalyst types from USPTO. Task: Predict which catalyst facilitates the given reaction. (1) Reactant: [CH3:1][N:2]1[CH2:5][CH:4]([OH:6])[CH2:3]1.[Cl:7][C:8]1[CH:13]=[N:12][CH:11]=[C:10](Cl)[N:9]=1.[H-].[Na+]. Product: [Cl:7][C:8]1[CH:13]=[N:12][CH:11]=[C:10]([O:6][CH:4]2[CH2:5][N:2]([CH3:1])[CH2:3]2)[N:9]=1. The catalyst class is: 3. (2) Reactant: [NH2:1][C:2]1[N:10]=[CH:9][C:8]([Cl:11])=[CH:7][C:3]=1[C:4]([NH2:6])=[O:5].[Br:12][CH2:13][C:14]1[CH:15]=[CH:16][C:17]([Cl:22])=[C:18]([CH:21]=1)[C:19]#[N:20]. Product: [BrH:12].[Cl:11][C:8]1[CH:7]=[C:3]([C:4]([NH2:6])=[O:5])[C:2](=[NH:1])[N:10]([CH2:13][C:14]2[CH:15]=[CH:16][C:17]([Cl:22])=[C:18]([C:19]#[N:20])[CH:21]=2)[CH:9]=1. The catalyst class is: 42.